Dataset: Catalyst prediction with 721,799 reactions and 888 catalyst types from USPTO. Task: Predict which catalyst facilitates the given reaction. (1) Reactant: Cl[C:2]1[N:3]=[CH:4][C:5]2[N:11]([CH2:12][CH2:13][CH3:14])[C:10](=[O:15])[C:9]([F:17])([F:16])[CH2:8][N:7]([CH:18]3[CH2:22][CH2:21][CH2:20][CH2:19]3)[C:6]=2[N:23]=1.[NH2:24][C:25]1[CH:33]=[CH:32][C:28]([C:29]([OH:31])=[O:30])=[CH:27][CH:26]=1.Cl. Product: [CH:18]1([N:7]2[CH2:8][C:9]([F:17])([F:16])[C:10](=[O:15])[N:11]([CH2:12][CH2:13][CH3:14])[C:5]3[CH:4]=[N:3][C:2]([NH:24][C:25]4[CH:33]=[CH:32][C:28]([C:29]([OH:31])=[O:30])=[CH:27][CH:26]=4)=[N:23][C:6]2=3)[CH2:22][CH2:21][CH2:20][CH2:19]1. The catalyst class is: 8. (2) The catalyst class is: 775. Product: [C:1]([O:5][C:6]([C@@H:8]1[CH2:12][CH2:11][C:10](=[O:13])[N:9]1[C:21]1[C:20]([Cl:19])=[CH:25][C:24]([C:26]([F:29])([F:27])[F:28])=[CH:23][N:22]=1)=[O:7])([CH3:4])([CH3:2])[CH3:3]. Reactant: [C:1]([O:5][C:6]([C@@H:8]1[CH2:12][CH2:11][C:10](=[O:13])[NH:9]1)=[O:7])([CH3:4])([CH3:3])[CH3:2].CN(C)C=O.[Cl:19][C:20]1[C:21](F)=[N:22][CH:23]=[C:24]([C:26]([F:29])([F:28])[F:27])[CH:25]=1. (3) Reactant: [CH3:1][NH:2][C:3]1[N:8]=[C:7]([CH2:9][CH2:10][OH:11])[CH:6]=[CH:5][CH:4]=1.C1C=CC(P(C2C=CC=CC=2)C2C=CC=CC=2)=CC=1.O[C:32]1[CH:37]=[CH:36][C:35]([CH:38]2[CH2:40][CH:39]2[CH2:41][C:42]([O:44]CC)=[O:43])=[CH:34][CH:33]=1.N(C(OC(C)C)=O)=NC(OC(C)C)=O.[C:61]([OH:67])([C:63]([F:66])([F:65])[F:64])=[O:62]. Product: [F:64][C:63]([F:66])([F:65])[C:61]([OH:67])=[O:62].[CH3:1][NH:2][C:3]1[N:8]=[C:7]([CH2:9][CH2:10][O:11][C:32]2[CH:37]=[CH:36][C:35]([CH:38]3[CH2:40][CH:39]3[CH2:41][C:42]([OH:44])=[O:43])=[CH:34][CH:33]=2)[CH:6]=[CH:5][CH:4]=1. The catalyst class is: 1. (4) Product: [C:15]([O:19][C:20]([N:22]1[CH2:27][CH2:26][CH:25]([CH2:28][CH2:29][CH2:30][NH:3][C:4]2[CH:13]=[CH:12][C:7]([C:8]([O:10][CH3:11])=[O:9])=[C:6]([F:14])[CH:5]=2)[CH2:24][CH2:23]1)=[O:21])([CH3:18])([CH3:17])[CH3:16]. The catalyst class is: 1. Reactant: [H-].[Na+].[NH2:3][C:4]1[CH:13]=[CH:12][C:7]([C:8]([O:10][CH3:11])=[O:9])=[C:6]([F:14])[CH:5]=1.[C:15]([O:19][C:20]([N:22]1[CH2:27][CH2:26][CH:25]([CH2:28][CH:29](OS(C)(=O)=O)[CH3:30])[CH2:24][CH2:23]1)=[O:21])([CH3:18])([CH3:17])[CH3:16]. (5) Reactant: [CH3:1][C@H:2]1[CH2:7][O:6][CH2:5][CH2:4][NH:3]1.Cl[C:9]1[C:10]([OH:23])=[N:11][C:12]2[C:17]([N:18]=1)=[CH:16][C:15]([C:19]([O:21][CH3:22])=[O:20])=[CH:14][CH:13]=2.CCN(C(C)C)C(C)C. Product: [OH:23][C:10]1[C:9]([N:3]2[CH2:4][CH2:5][O:6][CH2:7][C@@H:2]2[CH3:1])=[N:18][C:17]2[C:12](=[CH:13][CH:14]=[C:15]([C:19]([O:21][CH3:22])=[O:20])[CH:16]=2)[N:11]=1. The catalyst class is: 58.